Predict the reaction yield, written as a fraction of the theoretical maximum amount of product (1.0 means a 100% yield; for example, 0.34 means a 34% yield). From a dataset of Reaction yield outcomes from USPTO patents with 853,638 reactions. (1) The reactants are [C:1]([O:5][C:6]([CH:8]([CH2:16][C:17]([O:19][CH2:20][CH3:21])=[O:18])[C:9]([O:11][C:12]([CH3:15])([CH3:14])[CH3:13])=[O:10])=[O:7])([CH3:4])([CH3:3])[CH3:2].[CH:22]1([CH2:26]Br)[CH2:25][CH2:24][CH2:23]1.[H-].[Na+]. No catalyst specified. The product is [CH2:20]([O:19][C:17](=[O:18])[CH2:16][C:8]([C:9]([O:11][C:12]([CH3:13])([CH3:14])[CH3:15])=[O:10])([CH2:26][CH:22]1[CH2:25][CH2:24][CH2:23]1)[C:6]([O:5][C:1]([CH3:4])([CH3:2])[CH3:3])=[O:7])[CH3:21]. The yield is 0.880. (2) The reactants are [CH3:1][O:2][P:3]([CH2:7][CH:8]=[CH:9][CH2:10][CH:11]([CH2:15][C:16]([CH3:33])=[CH:17][CH2:18][C:19]1[C:20]([OH:32])=[C:21]2[C:25](=[C:26]([CH3:30])[C:27]=1[O:28][CH3:29])[CH2:24][O:23][C:22]2=[O:31])[C:12]([OH:14])=[O:13])([O:5][CH3:6])=[O:4].[CH3:34][Si:35]([CH:38](O)[CH3:39])([CH3:37])[CH3:36].C1(P([C:54]2[CH:59]=CC=CC=2)C2C=CC=CC=2)C=CC=CC=1.N(C(OCC)=O)=NC(OCC)=O. The catalyst is C1COCC1. The product is [CH3:34][Si:35]([CH3:37])([CH3:36])[CH2:38][CH2:39][O:13][C:12](=[O:14])[CH:11]([CH2:10][CH:9]=[CH:8][CH2:7][P:3]([O:5][CH3:6])([O:2][CH3:1])=[O:4])[CH2:15][C:16]([CH3:33])=[CH:17][CH2:18][C:19]1[C:20]([O:32][CH2:54][CH2:59][Si:35]([CH3:37])([CH3:36])[CH3:34])=[C:21]2[C:25](=[C:26]([CH3:30])[C:27]=1[O:28][CH3:29])[CH2:24][O:23][C:22]2=[O:31]. The yield is 0.850.